From a dataset of Catalyst prediction with 721,799 reactions and 888 catalyst types from USPTO. Predict which catalyst facilitates the given reaction. (1) Reactant: [C:1]([O:5][C:6]([N:8]([C:10]1[CH:16]=[C:15]([N:17]([CH2:19][CH2:20][OH:21])[CH3:18])[CH:14]=[CH:13][C:11]=1[NH2:12])[CH3:9])=[O:7])([CH3:4])([CH3:3])[CH3:2].[CH3:22][C:23]1[C:31]2[N:30]=[C:29]([CH2:32][CH2:33][CH3:34])[NH:28][C:27]=2[CH:26]=[C:25]([C:35](O)=[O:36])[CH:24]=1.CN(C)C=O.Cl.C(N=C=NCCCN(C)C)C. Product: [C:1]([O:5][C:6]([N:8]([C:10]1[CH:16]=[C:15]([N:17]([CH2:19][CH2:20][OH:21])[CH3:18])[CH:14]=[CH:13][C:11]=1[NH:12][C:35]([C:25]1[CH:24]=[C:23]([CH3:22])[C:31]2[N:30]=[C:29]([CH2:32][CH2:33][CH3:34])[NH:28][C:27]=2[CH:26]=1)=[O:36])[CH3:9])=[O:7])([CH3:2])([CH3:4])[CH3:3]. The catalyst class is: 13. (2) Reactant: [CH3:1][O:2][N:3]=[C:4]([C:11]1[CH:16]=[CH:15][C:14]([O:17][CH3:18])=[CH:13][CH:12]=1)[CH2:5][C:6]([O:8]CC)=[O:7].[OH-].[Li+]. Product: [CH3:1][O:2][N:3]=[C:4]([C:11]1[CH:12]=[CH:13][C:14]([O:17][CH3:18])=[CH:15][CH:16]=1)[CH2:5][C:6]([OH:8])=[O:7]. The catalyst class is: 1. (3) Reactant: Cl[C:2]1[CH:11]=[CH:10][C:9]2[C:4](=[CH:5][CH:6]=[C:7]([Cl:23])[C:8]=2[NH:12][C:13](=[O:22])[CH2:14][CH2:15][CH:16]2[CH2:21][CH2:20][CH2:19][CH2:18][CH2:17]2)[N:3]=1.[NH2:24][C@H:25]1[CH2:29][CH2:28][NH:27][CH2:26]1.C(N(CC)CC)C. Product: [NH2:24][CH:25]1[CH2:29][CH2:28][N:27]([C:2]2[CH:11]=[CH:10][C:9]3[C:4](=[CH:5][CH:6]=[C:7]([Cl:23])[C:8]=3[NH:12][C:13](=[O:22])[CH2:14][CH2:15][CH:16]3[CH2:21][CH2:20][CH2:19][CH2:18][CH2:17]3)[N:3]=2)[CH2:26]1. The catalyst class is: 10. (4) Reactant: Cl.Cl.C(O[C:6]([C:8]1[CH:9]=[C:10]2[C:14](=[CH:15][CH:16]=1)[NH:13][N:12]=[C:11]2[C:17]1[CH:26]=[CH:25][C:24]2[C:19](=[CH:20][CH:21]=[C:22]([O:27][CH3:28])[CH:23]=2)[CH:18]=1)=[NH:7])C.[CH3:29][C@H:30]1[CH2:35][CH2:34][CH2:33][C@@H:32]([CH3:36])[N:31]1[CH2:37][C:38]([NH:40][NH2:41])=O.C(N(CC)CC)C. Product: [CH3:29][C@H:30]1[CH2:35][CH2:34][CH2:33][C@@H:32]([CH3:36])[N:31]1[CH2:37][C:38]1[NH:40][N:41]=[C:6]([C:8]2[CH:9]=[C:10]3[C:14](=[CH:15][CH:16]=2)[NH:13][N:12]=[C:11]3[C:17]2[CH:26]=[CH:25][C:24]3[C:19](=[CH:20][CH:21]=[C:22]([O:27][CH3:28])[CH:23]=3)[CH:18]=2)[N:7]=1. The catalyst class is: 5. (5) Reactant: [F:1][C:2]([F:24])([F:23])[O:3][C:4]1[CH:5]=[C:6]([C:10]2[CH:19]=[CH:18][C:17]3[C:12](=[C:13]([C:20](O)=[O:21])[CH:14]=[CH:15][CH:16]=3)[N:11]=2)[CH:7]=[CH:8][CH:9]=1.CN(C(ON1N=[N:40][C:35]2[CH:36]=[CH:37][CH:38]=[N:39][C:34]1=2)=[N+](C)C)C.F[P-](F)(F)(F)(F)F.NC1C=NC=CC=1.CCN(C(C)C)C(C)C. Product: [N:39]1[CH:38]=[CH:37][CH:36]=[C:35]([NH:40][C:20]([C:13]2[CH:14]=[CH:15][CH:16]=[C:17]3[C:12]=2[N:11]=[C:10]([C:6]2[CH:7]=[CH:8][CH:9]=[C:4]([O:3][C:2]([F:24])([F:23])[F:1])[CH:5]=2)[CH:19]=[CH:18]3)=[O:21])[CH:34]=1. The catalyst class is: 18. (6) Reactant: [CH3:1][C:2]1([CH3:25])[C:6]([C:7]2[CH:12]=[C:11]([C:13]([O:15][CH3:16])=[O:14])[CH:10]=[CH:9][C:8]=2[C:17]2[CH:22]=[C:21]([F:23])[CH:20]=[CH:19][C:18]=2[F:24])=[CH:5][CH2:4][CH2:3]1. Product: [CH3:1][C:2]1([CH3:25])[CH2:3][CH2:4][CH2:5][CH:6]1[C:7]1[CH:12]=[C:11]([C:13]([O:15][CH3:16])=[O:14])[CH:10]=[CH:9][C:8]=1[C:17]1[CH:22]=[C:21]([F:23])[CH:20]=[CH:19][C:18]=1[F:24]. The catalyst class is: 19.